Dataset: Forward reaction prediction with 1.9M reactions from USPTO patents (1976-2016). Task: Predict the product of the given reaction. (1) Given the reactants C([O:3][C:4](=[O:41])[CH2:5][CH2:6][C:7]1([CH2:34][CH2:35][C:36]([O:38]CC)=[O:37])[C:19]2[CH:18]=[C:17]([C:20](=[O:26])[CH2:21][CH2:22][CH2:23][CH2:24][CH3:25])[CH:16]=[CH:15][C:14]=2[C:13]2[C:8]1=[CH:9][C:10]([C:27](=[O:33])[CH2:28][CH2:29][CH2:30][CH2:31][CH3:32])=[CH:11][CH:12]=2)C.[OH-].[Na+].Cl, predict the reaction product. The product is: [C:36]([CH2:35][CH2:34][C:7]1([CH2:6][CH2:5][C:4]([OH:41])=[O:3])[C:19]2[CH:18]=[C:17]([C:20](=[O:26])[CH2:21][CH2:22][CH2:23][CH2:24][CH3:25])[CH:16]=[CH:15][C:14]=2[C:13]2[C:8]1=[CH:9][C:10]([C:27](=[O:33])[CH2:28][CH2:29][CH2:30][CH2:31][CH3:32])=[CH:11][CH:12]=2)([OH:38])=[O:37]. (2) Given the reactants [F:1][C:2]1[CH:28]=[C:27]([N+:29]([O-])=O)[CH:26]=[CH:25][C:3]=1[O:4][C:5]1[C:10]2=[C:11]([CH3:24])[C:12]([O:14][CH2:15][CH2:16][N:17]3[CH2:22][CH2:21][N:20]([CH3:23])[CH2:19][CH2:18]3)=[CH:13][N:9]2[N:8]=[CH:7][N:6]=1.FC1C=C(NC(NC(=O)CC2C=CC(F)=CC=2)=S)C=CC=1OC1C2=C(C)C=CN2N=CN=1, predict the reaction product. The product is: [F:1][C:2]1[CH:28]=[C:27]([NH2:29])[CH:26]=[CH:25][C:3]=1[O:4][C:5]1[C:10]2=[C:11]([CH3:24])[C:12]([O:14][CH2:15][CH2:16][N:17]3[CH2:18][CH2:19][N:20]([CH3:23])[CH2:21][CH2:22]3)=[CH:13][N:9]2[N:8]=[CH:7][N:6]=1. (3) The product is: [Cl:1][C:2]1[CH:35]=[CH:6][C:5]2[N:11]3[C:12]([CH2:15][C:16]([CH3:17])([CH3:18])[CH3:19])=[N:13][N:14]=[C:10]3[C@@H:9]([CH2:20][CH2:21][C:22]([N:36]3[CH2:41][CH2:40][CH:39]([CH2:42][C:43]([O:45][CH2:46][CH3:47])=[O:44])[CH2:38][CH2:37]3)=[O:23])[O:8][C@H:7]([C:25]3[CH:30]=[CH:29][CH:28]=[C:27]([O:31][CH3:32])[C:26]=3[O:33][CH3:34])[C:4]=2[CH:3]=1. Given the reactants [Cl:1][C:2]1[CH:3]=[CH:4][C:5]2[N:11]3[C:12]([CH2:15][C:16]([CH3:19])([CH3:18])[CH3:17])=[N:13][N:14]=[C:10]3[C@@H:9]([CH2:20][CH2:21][C:22](O)=[O:23])[O:8][C@H:7]([C:25]3[CH:30]=[CH:29][CH:28]=[C:27]([O:31][CH3:32])[C:26]=3[O:33][CH3:34])[C:6]=2[CH:35]=1.[NH:36]1[CH2:41][CH2:40][CH:39]([CH2:42][C:43]([O:45][CH2:46][CH3:47])=[O:44])[CH2:38][CH2:37]1.Cl.C(N=C=NCCCN(C)C)C.ON1C2C=CC=CC=2N=N1, predict the reaction product. (4) Given the reactants [O:1]=[C:2]1[NH:7][CH2:6][CH2:5][N:4](C(OC(C)(C)C)=O)[CH2:3]1.[H-].[Na+].Cl.Cl[CH2:19][C:20]1[N:21]([CH3:27])[C:22](=[N:25][CH3:26])[S:23][CH:24]=1, predict the reaction product. The product is: [CH3:27][N:21]1[C:20]([CH2:19][N:7]2[CH2:6][CH2:5][NH:4][CH2:3][C:2]2=[O:1])=[CH:24][S:23]/[C:22]/1=[N:25]\[CH3:26]. (5) Given the reactants C[O:2][C:3](=[O:33])[CH:4]([C:19]1[CH:24]=[CH:23][CH:22]=[C:21]([NH:25]C(OC(C)(C)C)=O)[CH:20]=1)[CH2:5][P:6]([CH2:9][CH2:10][CH2:11][CH2:12][C:13]1[CH:18]=[CH:17][CH:16]=[CH:15][CH:14]=1)([OH:8])=[O:7].[OH-].[Na+], predict the reaction product. The product is: [NH2:25][C:21]1[CH:20]=[C:19]([CH:4]([CH2:5][P:6]([CH2:9][CH2:10][CH2:11][CH2:12][C:13]2[CH:18]=[CH:17][CH:16]=[CH:15][CH:14]=2)([OH:8])=[O:7])[C:3]([OH:33])=[O:2])[CH:24]=[CH:23][CH:22]=1. (6) Given the reactants [C:1]([Si:5]([CH3:22])([CH3:21])[N:6]1[C:14]2[C:9](=[CH:10][C:11](B(O)O)=[CH:12][CH:13]=2)[C:8]([CH:18]([CH3:20])[CH3:19])=[CH:7]1)([CH3:4])([CH3:3])[CH3:2].[OH:23][C:24]1[C:38]([CH3:39])=[CH:37][C:27]([O:28][CH2:29][C:30]([O:32][C:33]([CH3:36])([CH3:35])[CH3:34])=[O:31])=[CH:26][C:25]=1[CH3:40].N1C=CC=CC=1.C(N(CC)CC)C, predict the reaction product. The product is: [C:33]([O:32][C:30](=[O:31])[CH2:29][O:28][C:27]1[CH:26]=[C:25]([CH3:40])[C:24]([O:23][C:11]2[CH:10]=[C:9]3[C:14](=[CH:13][CH:12]=2)[N:6]([Si:5]([C:1]([CH3:4])([CH3:3])[CH3:2])([CH3:22])[CH3:21])[CH:7]=[C:8]3[CH:18]([CH3:20])[CH3:19])=[C:38]([CH3:39])[CH:37]=1)([CH3:36])([CH3:35])[CH3:34]. (7) Given the reactants [NH:1]1[CH2:6][CH2:5][O:4][C:3]2[CH:7]=[CH:8][C:9]3[C:14]([C:2]1=2)=[CH:13][CH:12]=[CH:11][CH:10]=3.[Cl:15][C:16]1[CH:17]=[C:18]([CH:22]=[C:23]([Cl:26])[C:24]=1[OH:25])[C:19](Cl)=[O:20], predict the reaction product. The product is: [Cl:15][C:16]1[CH:17]=[C:18]([C:19]([N:1]2[CH2:6][CH2:5][O:4][C:3]3[CH:7]=[CH:8][C:9]4[C:14]([C:2]2=3)=[CH:13][CH:12]=[CH:11][CH:10]=4)=[O:20])[CH:22]=[C:23]([Cl:26])[C:24]=1[OH:25].